This data is from Experimentally validated miRNA-target interactions with 360,000+ pairs, plus equal number of negative samples. The task is: Binary Classification. Given a miRNA mature sequence and a target amino acid sequence, predict their likelihood of interaction. (1) The miRNA is hsa-miR-100-5p with sequence AACCCGUAGAUCCGAACUUGUG. The protein sequence of the target gene is MRLGPRTAALGLLLLCAAAAGAGKAEELHYPLGERRSDYDREALLGVQEDVDEYVKLGHEEQQKRLQAIIKKIDLDSDGFLTESELSSWIQMSFKHYAMQEAKQQFVEYDKNSDDTVTWDEYNIQMYDRVIDFDENTALDDAEEESFRKLHLKDKKRFEKANQDSGPGLSLEEFIAFEHPEEVDYMTEFVIQEALEEHDKNGDGFVSLEEFLGDYRWDPTANEDPEWILVEKDRFVNDYDKDNDGRLDPQELLPWVVPNNQGIAQEEALHLIDEMDLNGDKKLSEEEILENPDLFLTSEA.... Result: 1 (interaction). (2) Result: 1 (interaction). The protein sequence of the target gene is MQREEKQLEASLDALLNQVADLKNSLGSFIYKLENEYDRLTWPSVLDSFALLSGQLNTLNKVLKHEKTPLFRNQVIIPLVLSPDRDEDLMRQTEGRVPVFSHEVVPDHLRTKPDPEVEEQEKQLTTDAARIGADAAQKQIQSLNKMCSNLLEKISKEERESESGGLRPNKQTFNPGDTNALVAAVAFGKGLSNWRPSGSSGPGQPGQPGAGTILAGASGLPQVQMPGAPNQQQPMLSGVQMAQAGQPGKMPSGIKTNIKSASMHPYQR. The miRNA is mmu-miR-181a-5p with sequence AACAUUCAACGCUGUCGGUGAGU. (3) The miRNA is hsa-miR-5010-5p with sequence AGGGGGAUGGCAGAGCAAAAUU. The protein sequence of the target gene is MPEQSNDYRVAVFGAGGVGKSSLVLRFVKGTFRESYIPTVEDTYRQVISCDKSICTLQITDTTGSHQFPAMQRLSISKGHAFILVYSITSRQSLEELKPIYEQICEIKGDVESIPIMLVGNKCDESPSREVQSSEAEALARTWKCAFMETSAKLNHNVKELFQELLNLEKRRTVSLQIDGKKSKQQKRKEKLKGKCVIM. Result: 1 (interaction). (4) The protein sequence of the target gene is MSNNSNKRAPTTATQRLKQDYLRIKKDPVPYICAEPLPSNILEWHYVVRGPEMTPYEGGYYHGKLIFPREFPFKPPSIYMITPNGRFKCNTRLCLSITDFHPDTWNPAWSVSTILTGLLSFMVEKGPTLGSIETSDFTKKQLAAQSLVFNLKDKVFCELFPEVVEEIKQKQKAQDELSNRPQNLPLPDVVPDGELHRGQHGIQLLNGHAPAAGPNLAGLPQANRHHGLLGGALANLFVIVGFAAFAYTVKYVLRSIAQE. The miRNA is mmu-miR-350-3p with sequence UUCACAAAGCCCAUACACUUUC. Result: 1 (interaction). (5) The miRNA is hsa-miR-454-3p with sequence UAGUGCAAUAUUGCUUAUAGGGU. The protein sequence of the target gene is MAPLDLDKYVEIARLCKYLPENDLKRLCDYVCDLLLEESNVQPVSTPVTVCGDIHGQFYDLCELFRTGGQVPDTNYIFMGDFVDRGYYSLETFTYLLALKAKWPDRITLLRGNHESRQITQVYGFYDECQTKYGNANAWRYCTKVFDMLTVAALIDEQILCVHGGLSPDIKTLDQIRTIERNQEIPHKGAFCDLVWSDPEDVDTWAISPRGAGWLFGAKVTNEFVHINNLKLICRAHQLVHEGYKFMFDEKLVTVWSAPNYCYRCGNIASIMVFKDVNTREPKLFRAVPDSERVIPPRTT.... Result: 0 (no interaction). (6) The miRNA is hsa-miR-665 with sequence ACCAGGAGGCUGAGGCCCCU. The protein sequence of the target gene is MEDGFSSYSSLYDTSSLLQFCNDDSASAASSMEVSDRIASLEQRVQMQEDDIQLLKSALADVVRRLNITEEQQAVLNRKGPTKARPLGQTLPLRTTVNNGTVLPKKPSASLPAPSGARKEVVVPVTKSINRTSSSERVSPGGRRESSGDSKGSRNRTGSTSSSSSGKKNSESKPKEPAFSPEEGYVKMFLRGRPVTMYMPKDQVDSYSLEAKAELPTKRLKLEWVYGYRGRDCRNNLYLLPTGETVYFIASVVVLYNVEEQLQRHYAGHNDDVKCLAVHPDRITIATGQVAGTSKDGKQL.... Result: 0 (no interaction).